Dataset: Catalyst prediction with 721,799 reactions and 888 catalyst types from USPTO. Task: Predict which catalyst facilitates the given reaction. (1) Reactant: [CH3:1][S:2]([CH3:4])=O.FC(F)(F)C(OC(=O)C(F)(F)F)=O.[Cl:18][C:19]1[CH:20]=[C:21]([C:26]2([C:44]([F:47])([F:46])[F:45])[O:30][N:29]=[C:28]([C:31]3[C:40]4[C:35](=[CH:36][CH:37]=[CH:38][CH:39]=4)[C:34]([C:41]([NH2:43])=[O:42])=[CH:33][CH:32]=3)[CH2:27]2)[CH:22]=[C:23]([Cl:25])[CH:24]=1. Product: [Cl:18][C:19]1[CH:20]=[C:21]([C:26]2([C:44]([F:46])([F:45])[F:47])[O:30][N:29]=[C:28]([C:31]3[C:40]4[C:35](=[CH:36][CH:37]=[CH:38][CH:39]=4)[C:34]([C:41]([N:43]=[S:2]([CH3:4])[CH3:1])=[O:42])=[CH:33][CH:32]=3)[CH2:27]2)[CH:22]=[C:23]([Cl:25])[CH:24]=1. The catalyst class is: 4. (2) Reactant: [CH3:1][C:2]1[C:7]([CH3:8])=[C:6]([NH:9][CH2:10][CH2:11][O:12][CH2:13][CH2:14][CH2:15][C:16]2[S:17][CH:18]=[CH:19][N:20]=2)[C:5]([N+:21]([O-])=O)=[C:4]([O:24][C:25]2[CH:30]=[CH:29][CH:28]=[CH:27][CH:26]=2)[N:3]=1. Product: [CH3:8][C:7]1[C:6]([NH:9][CH2:10][CH2:11][O:12][CH2:13][CH2:14][CH2:15][C:16]2[S:17][CH:18]=[CH:19][N:20]=2)=[C:5]([NH2:21])[C:4]([O:24][C:25]2[CH:26]=[CH:27][CH:28]=[CH:29][CH:30]=2)=[N:3][C:2]=1[CH3:1]. The catalyst class is: 11. (3) Reactant: [N+:1]([C:4]1[CH:9]=[CH:8][C:7]([N:10]2[CH2:15][CH2:14][N:13]([S:16]([CH3:19])(=[O:18])=[O:17])[CH2:12][CH2:11]2)=[CH:6][CH:5]=1)([O-])=O.N. Product: [CH3:19][S:16]([N:13]1[CH2:12][CH2:11][N:10]([C:7]2[CH:8]=[CH:9][C:4]([NH2:1])=[CH:5][CH:6]=2)[CH2:15][CH2:14]1)(=[O:17])=[O:18]. The catalyst class is: 19. (4) Reactant: [C:1]([O:5][C:6](=[O:34])[NH:7][C:8]1[CH:13]=[CH:12][CH:11]=[CH:10][C:9]=1[NH:14][C:15](=[O:33])/[CH:16]=[CH:17]/[C:18]1[CH:22]=[CH:21][N:20]([S:23]([C:26]2[CH:31]=[CH:30][C:29](Br)=[CH:28][CH:27]=2)(=[O:25])=[O:24])[CH:19]=1)([CH3:4])([CH3:3])[CH3:2].[CH3:35][N:36]1[CH:40]=[C:39](B2OC(C)(C)C(C)(C)O2)[CH:38]=[N:37]1.C([O-])([O-])=O.[Na+].[Na+]. Product: [C:1]([O:5][C:6](=[O:34])[NH:7][C:8]1[CH:13]=[CH:12][CH:11]=[CH:10][C:9]=1[NH:14][C:15](=[O:33])/[CH:16]=[CH:17]/[C:18]1[CH:22]=[CH:21][N:20]([S:23]([C:26]2[CH:31]=[CH:30][C:29]([C:39]3[CH:38]=[N:37][N:36]([CH3:35])[CH:40]=3)=[CH:28][CH:27]=2)(=[O:25])=[O:24])[CH:19]=1)([CH3:4])([CH3:3])[CH3:2]. The catalyst class is: 57.